This data is from Serine/threonine kinase 33 screen with 319,792 compounds. The task is: Binary Classification. Given a drug SMILES string, predict its activity (active/inactive) in a high-throughput screening assay against a specified biological target. (1) The drug is Clc1sc(C(=O)Nc2cc3c(scc3)cc2)cc1. The result is 0 (inactive). (2) The drug is O(c1c(NC(=O)c2[nH]c(c(c2C)C(=O)C)C)cc(C(C)(C)C)cc1)C. The result is 0 (inactive). (3) The drug is Brc1oc(C(=O)Nc2cc3c(cc(N4CCN(CC4)CC)nc3cc2)C)cc1. The result is 1 (active).